Task: Predict which catalyst facilitates the given reaction.. Dataset: Catalyst prediction with 721,799 reactions and 888 catalyst types from USPTO (1) Reactant: [CH:1]1([CH2:4][C:5]([NH:7][NH:8][C:9]2[C:14]([O:15][CH3:16])=[C:13]([N:17]3[CH2:22][CH2:21][CH:20]([C:23]4[CH:28]=[CH:27][C:26]([F:29])=[CH:25][CH:24]=4)[CH2:19][CH2:18]3)[N:12]=[CH:11][N:10]=2)=O)[CH2:3][CH2:2]1.P(Cl)(Cl)(Cl)=O. The catalyst class is: 10. Product: [CH:1]1([CH2:4][C:5]2[N:10]3[CH:11]=[N:12][C:13]([N:17]4[CH2:18][CH2:19][CH:20]([C:23]5[CH:28]=[CH:27][C:26]([F:29])=[CH:25][CH:24]=5)[CH2:21][CH2:22]4)=[C:14]([O:15][CH3:16])[C:9]3=[N:8][N:7]=2)[CH2:3][CH2:2]1. (2) Reactant: [Br:1][C:2]1[CH:7]=[CH:6][C:5]([C:8]2[O:9][C:10]([CH3:20])=[C:11]([CH2:13][CH2:14]OS(C)(=O)=O)[N:12]=2)=[CH:4][CH:3]=1.C(=O)([O-])[O-].[K+].[K+].[I-].[K+].CC1C=CC(S(O)(=O)=O)=CC=1.[CH3:40][O:41][C@@H:42]1[CH2:46][CH2:45][NH:44][CH2:43]1. Product: [Br:1][C:2]1[CH:7]=[CH:6][C:5]([C:8]2[O:9][C:10]([CH3:20])=[C:11]([CH2:13][CH2:14][N:44]3[CH2:45][CH2:46][C@@H:42]([O:41][CH3:40])[CH2:43]3)[N:12]=2)=[CH:4][CH:3]=1. The catalyst class is: 10.